From a dataset of Full USPTO retrosynthesis dataset with 1.9M reactions from patents (1976-2016). Predict the reactants needed to synthesize the given product. Given the product [OH:27][C:28]1([C:31]([N:23]2[CH2:24][CH2:25][N:20]([C:18]([C:15]3[CH:14]=[CH:13][C:12]([C:10]4[CH:9]=[CH:8][C:7]5[N:3]([CH3:2])[CH:4]=[N:5][C:6]=5[CH:11]=4)=[CH:17][CH:16]=3)=[O:19])[CH2:21][C@H:22]2[CH3:26])=[O:32])[CH2:30][CH2:29]1, predict the reactants needed to synthesize it. The reactants are: Cl.[CH3:2][N:3]1[C:7]2[CH:8]=[CH:9][C:10]([C:12]3[CH:17]=[CH:16][C:15]([C:18]([N:20]4[CH2:25][CH2:24][NH:23][C@H:22]([CH3:26])[CH2:21]4)=[O:19])=[CH:14][CH:13]=3)=[CH:11][C:6]=2[N:5]=[CH:4]1.[OH:27][C:28]1([C:31](O)=[O:32])[CH2:30][CH2:29]1.CN(C(ON1N=NC2C=CC=CC1=2)=[N+](C)C)C.F[P-](F)(F)(F)(F)F.CCN(C(C)C)C(C)C.